This data is from Reaction yield outcomes from USPTO patents with 853,638 reactions. The task is: Predict the reaction yield, written as a fraction of the theoretical maximum amount of product (1.0 means a 100% yield; for example, 0.34 means a 34% yield). (1) The catalyst is CN(C=O)C.CCOCC. The product is [Br:8][C:5]1[CH:6]=[CH:7][C:2]([Cl:1])=[C:3]([O:9][CH2:16][CH3:17])[CH:4]=1. The yield is 0.990. The reactants are [Cl:1][C:2]1[CH:7]=[CH:6][C:5]([Br:8])=[CH:4][C:3]=1[OH:9].C([O-])([O-])=O.[K+].[K+].[CH2:16](I)[CH3:17]. (2) The reactants are C[O:2][C:3](=O)[CH2:4][CH2:5][C:6]1[S:10][C:9]2[CH:11]=[CH:12][CH:13]=[CH:14][C:8]=2[C:7]=1[Cl:15].[Li+].[BH4-].CO.[OH-].[Na+]. The catalyst is CCOCC. The product is [Cl:15][C:7]1[C:8]2[CH:14]=[CH:13][CH:12]=[CH:11][C:9]=2[S:10][C:6]=1[CH2:5][CH2:4][CH2:3][OH:2]. The yield is 0.790. (3) The reactants are Cl[C:2]1[C:11](Cl)=[N:10][C:9]2[C:4](=[CH:5][CH:6]=[CH:7][CH:8]=2)[N:3]=1.C([O-])([O-])=O.[K+].[K+].[CH:19]([O:22][C:23]1[CH:28]=[CH:27][C:26]([S:29]([NH2:32])(=[O:31])=[O:30])=[CH:25][CH:24]=1)([CH3:21])[CH3:20].C(O)(=O)C.[CH3:37][O:38][C:39]1[CH:40]=[C:41]([CH:43]=[C:44]([O:46][CH3:47])[CH:45]=1)[NH2:42]. The catalyst is CO.O. The product is [CH3:47][O:46][C:44]1[CH:43]=[C:41]([NH:42][C:2]2[C:11]([NH:32][S:29]([C:26]3[CH:25]=[CH:24][C:23]([O:22][CH:19]([CH3:21])[CH3:20])=[CH:28][CH:27]=3)(=[O:30])=[O:31])=[N:10][C:9]3[C:4]([N:3]=2)=[CH:5][CH:6]=[CH:7][CH:8]=3)[CH:40]=[C:39]([O:38][CH3:37])[CH:45]=1. The yield is 0.120.